This data is from Forward reaction prediction with 1.9M reactions from USPTO patents (1976-2016). The task is: Predict the product of the given reaction. (1) Given the reactants [CH3:1][C:2]1[C:20]([C:21]2[S:22][C:23]([C:32]3[N:36]=[CH:35][NH:34][N:33]=3)=[C:24]([C:26]3[CH:31]=[CH:30][CH:29]=[CH:28][CH:27]=3)[N:25]=2)=[C:5]2[CH:6]=[C:7]([O:10][CH2:11][CH2:12][N:13]3[CH2:18][CH2:17][N:16]([CH3:19])[CH2:15][CH2:14]3)[CH:8]=[CH:9][N:4]2[N:3]=1.O.[C:38]1([CH3:48])[CH:43]=[CH:42][C:41]([S:44]([OH:47])(=[O:46])=[O:45])=[CH:40][CH:39]=1, predict the reaction product. The product is: [C:38]1([CH3:48])[CH:39]=[CH:40][C:41]([S:44]([OH:47])(=[O:45])=[O:46])=[CH:42][CH:43]=1.[C:38]1([CH3:48])[CH:39]=[CH:40][C:41]([S:44]([OH:47])(=[O:45])=[O:46])=[CH:42][CH:43]=1.[CH3:1][C:2]1[C:20]([C:21]2[S:22][C:23]([C:32]3[N:36]=[CH:35][NH:34][N:33]=3)=[C:24]([C:26]3[CH:31]=[CH:30][CH:29]=[CH:28][CH:27]=3)[N:25]=2)=[C:5]2[CH:6]=[C:7]([O:10][CH2:11][CH2:12][N:13]3[CH2:14][CH2:15][N:16]([CH3:19])[CH2:17][CH2:18]3)[CH:8]=[CH:9][N:4]2[N:3]=1. (2) Given the reactants [O:1]1[CH2:6][CH2:5][C:4](=O)[CH2:3][C:2]1=[O:8].[Br:9][C:10]1[CH:11]=[C:12]([CH:15]=[CH:16][C:17]=1[F:18])[CH:13]=O.[CH3:19][O:20][C:21](=[O:26])/[CH:22]=[C:23](\[NH2:25])/[CH3:24], predict the reaction product. The product is: [Br:9][C:10]1[CH:11]=[C:12]([CH:13]2[C:22]([C:21]([O:20][CH3:19])=[O:26])=[C:23]([CH3:24])[NH:25][C:4]3[CH2:5][CH2:6][O:1][C:2](=[O:8])[C:3]2=3)[CH:15]=[CH:16][C:17]=1[F:18].